This data is from Catalyst prediction with 721,799 reactions and 888 catalyst types from USPTO. The task is: Predict which catalyst facilitates the given reaction. (1) Reactant: [N:1]1([CH2:7][C:8]2[N:9]=[CH:10][C:11]([C:14]([OH:16])=O)=[N:12][CH:13]=2)[CH2:6][CH2:5][CH2:4][CH2:3][CH2:2]1.Cl.Cl.[CH:19]([N:22]1[CH2:27][CH2:26][NH:25][CH2:24][CH2:23]1)([CH3:21])[CH3:20].C1C=CC2N(O)N=NC=2C=1.CN1CCOCC1.C(Cl)CCl. Product: [CH:19]([N:22]1[CH2:27][CH2:26][N:25]([C:14]([C:11]2[CH:10]=[N:9][C:8]([CH2:7][N:1]3[CH2:2][CH2:3][CH2:4][CH2:5][CH2:6]3)=[CH:13][N:12]=2)=[O:16])[CH2:24][CH2:23]1)([CH3:21])[CH3:20]. The catalyst class is: 2. (2) Reactant: [CH2:1]([C:8]1[N:12]=[C:11]([NH:13][C:14]([C:16]2[CH:21]=[CH:20][C:19]([C@H:22]3[CH2:27][CH2:26][C@H:25](/[CH:28]=[CH:29]/[C:30]([O:32]C(C)(C)C)=[O:31])[CH2:24][CH2:23]3)=[CH:18][CH:17]=2)=[O:15])[O:10][N:9]=1)[C:2]1[CH:7]=[CH:6][CH:5]=[CH:4][CH:3]=1.FC(F)(F)C(O)=O. Product: [CH2:1]([C:8]1[N:12]=[C:11]([NH:13][C:14]([C:16]2[CH:17]=[CH:18][C:19]([C@H:22]3[CH2:27][CH2:26][C@H:25](/[CH:28]=[CH:29]/[C:30]([OH:32])=[O:31])[CH2:24][CH2:23]3)=[CH:20][CH:21]=2)=[O:15])[O:10][N:9]=1)[C:2]1[CH:7]=[CH:6][CH:5]=[CH:4][CH:3]=1. The catalyst class is: 4. (3) Reactant: [N+:1]([C:4]1[CH:9]=[CH:8][C:7]([OH:10])=[CH:6][CH:5]=1)([O-:3])=[O:2].N1C=CN=C1.[Si:16](Cl)([C:19]([CH3:22])([CH3:21])[CH3:20])([CH3:18])[CH3:17]. Product: [N+:1]([C:4]1[CH:9]=[CH:8][C:7]([O:10][Si:16]([CH3:18])([CH3:17])[C:19]([CH3:22])([CH3:21])[CH3:20])=[CH:6][CH:5]=1)([O-:3])=[O:2]. The catalyst class is: 9.